Dataset: Full USPTO retrosynthesis dataset with 1.9M reactions from patents (1976-2016). Task: Predict the reactants needed to synthesize the given product. (1) Given the product [Cl:8][C:5]1[CH:4]=[C:3]2[C:2](=[CH:7][CH:6]=1)[N:1]([CH2:27][C:28]1[N:32]3[N:33]=[C:34]([Cl:37])[CH:35]=[CH:36][C:31]3=[N:30][C:29]=1[C:38]([F:41])([F:39])[F:40])[C:10](=[O:12])[CH2:9]2, predict the reactants needed to synthesize it. The reactants are: [NH2:1][C:2]1[CH:7]=[CH:6][C:5]([Cl:8])=[CH:4][C:3]=1[CH2:9][C:10]([O-:12])=O.[NH2:1][C:2]1[CH:7]=[CH:6][C:5]([Cl:8])=[CH:4][C:3]=1[CH2:9][C:10]([O-:12])=O.[Ba+2].Br[CH2:27][C:28]1[N:32]2[N:33]=[C:34]([Cl:37])[CH:35]=[CH:36][C:31]2=[N:30][C:29]=1[C:38]([F:41])([F:40])[F:39]. (2) Given the product [CH3:1][C:2]1[CH:7]=[C:6]([C:29]2[S:33][C:32]([C:34]3([C:44]#[N:45])[CH2:43][CH2:42][C:37]4([O:41][CH2:40][CH2:39][O:38]4)[CH2:36][CH2:35]3)=[N:31][CH:30]=2)[CH:5]=[C:4]([NH:17][C:18]2[N:23]=[C:22]([C:24]([F:27])([F:25])[F:26])[CH:21]=[CH:20][N:19]=2)[CH:3]=1, predict the reactants needed to synthesize it. The reactants are: [CH3:1][C:2]1[CH:3]=[C:4]([NH:17][C:18]2[N:23]=[C:22]([C:24]([F:27])([F:26])[F:25])[CH:21]=[CH:20][N:19]=2)[CH:5]=[C:6](B2OC(C)(C)C(C)(C)O2)[CH:7]=1.Br[C:29]1[S:33][C:32]([C:34]2([C:44]#[N:45])[CH2:43][CH2:42][C:37]3([O:41][CH2:40][CH2:39][O:38]3)[CH2:36][CH2:35]2)=[N:31][CH:30]=1.C(=O)([O-])[O-].[Cs+].[Cs+].CC(C1C=C(C(C)C)C(C2C=CC=CC=2P(C2CCCCC2)C2CCCCC2)=C(C(C)C)C=1)C. (3) Given the product [Cl:1][C:2]1[CH:15]=[C:14]([NH2:16])[CH:13]=[CH:12][C:3]=1[O:4][CH2:5][C:6]1[CH:11]=[CH:10][CH:9]=[CH:8][N:7]=1, predict the reactants needed to synthesize it. The reactants are: [Cl:1][C:2]1[CH:15]=[C:14]([N+:16]([O-])=O)[CH:13]=[CH:12][C:3]=1[O:4][CH2:5][C:6]1[CH:11]=[CH:10][CH:9]=[CH:8][N:7]=1.CCOC(C)=O. (4) The reactants are: [Cl:1][C:2]1[N:3]=[CH:4][NH:5][C:6]=1[Cl:7].[OH-].[K+].[Br:10][CH2:11][CH2:12][CH2:13][CH2:14][C:15]([OH:17])=[O:16].Br[CH2:19][C:20]([OH:22])=[O:21].Br. Given the product [Br-:10].[C:15]([CH2:14][CH2:13][CH2:12][CH2:11][N:3]1[C:2]([Cl:1])=[C:6]([Cl:7])[N+:5]([CH2:19][C:20]([OH:22])=[O:21])=[CH:4]1)([OH:17])=[O:16], predict the reactants needed to synthesize it. (5) The reactants are: [NH2:1][C:2]([CH2:16][OH:17])([CH2:14][OH:15])[CH2:3][CH2:4][C:5]1[CH:10]=[CH:9][C:8]([C:11](=[O:13])[CH3:12])=[CH:7][CH:6]=1.[CH2:18](C(CC)(CC)C([O-])([O-])[O-])[CH3:19].C(O)(=O)C. Given the product [OH:17][CH2:16][C:2]1([CH2:3][CH2:4][C:5]2[CH:10]=[CH:9][C:8]([C:11](=[O:13])[CH3:12])=[CH:7][CH:6]=2)[CH2:14][O:15][C:18]([CH3:19])=[N:1]1, predict the reactants needed to synthesize it. (6) Given the product [C:1]([CH2:3][NH:4][C:5](=[O:6])[C@@H:7]([NH:12][CH2:13][C:14]1[CH:19]=[CH:18][C:17]([C:20]2[CH:25]=[CH:24][C:23]([N:26]3[CH2:27][CH2:28][NH:29][CH2:30][CH2:31]3)=[CH:22][CH:21]=2)=[CH:16][CH:15]=1)[CH2:8][CH:9]([CH3:11])[CH3:10])#[N:2], predict the reactants needed to synthesize it. The reactants are: [C:1]([CH2:3][NH:4][C:5]([C@@H:7]([NH:12][CH2:13][C:14]1[CH:19]=[CH:18][C:17]([C:20]2[CH:25]=[CH:24][C:23]([N:26]3[CH2:31][CH2:30][N:29](C(OC(C)(C)C)=O)[CH2:28][CH2:27]3)=[CH:22][CH:21]=2)=[CH:16][CH:15]=1)[CH2:8][CH:9]([CH3:11])[CH3:10])=[O:6])#[N:2].CS(O)(=O)=O.C([O-])(O)=O.[Na+]. (7) Given the product [Cl:1][C:2]1[CH:3]=[C:4]([CH2:21][C:22]([OH:24])=[O:23])[CH:5]=[CH:6][C:7]=1[NH:8][C:9]([C:11]1[C:19]2[C:14](=[CH:15][CH:16]=[CH:17][CH:18]=2)[N:13]([CH3:20])[CH:12]=1)=[O:10], predict the reactants needed to synthesize it. The reactants are: [Cl:1][C:2]1[CH:3]=[C:4]([CH2:21][C:22]([O:24]CC)=[O:23])[CH:5]=[CH:6][C:7]=1[NH:8][C:9]([C:11]1[C:19]2[C:14](=[CH:15][CH:16]=[CH:17][CH:18]=2)[N:13]([CH3:20])[CH:12]=1)=[O:10].[OH-].[Na+].